From a dataset of Forward reaction prediction with 1.9M reactions from USPTO patents (1976-2016). Predict the product of the given reaction. (1) Given the reactants [I-].[CH3:2][S+](C)(C)=O.[H-].[Na+].[CH3:9][S:10]([N:13]1[CH2:17][CH2:16][CH2:15][CH:14]1[CH:18]=[O:19])(=[O:12])=[O:11].[Cl-].[Na+], predict the reaction product. The product is: [CH3:9][S:10]([N:13]1[CH2:17][CH2:16][CH2:15][CH:14]1[CH:18]1[CH2:2][O:19]1)(=[O:12])=[O:11]. (2) Given the reactants [CH2:1]([C:5]1[C:9]([CH2:10][CH2:11][C:12]2[S:13][C:14]([C:18]([OH:20])=O)=[C:15]([CH3:17])[N:16]=2)=[C:8]([CH3:21])[O:7][N:6]=1)[CH2:2][CH2:3][CH3:4].F[B-](F)(F)F.N1(OC(N(C)C)=[N+](C)C)C2C=CC=CC=2N=N1.C(N(CC)C(C)C)(C)C.[NH2:53][CH2:54][C:55]([CH3:58])([OH:57])[CH3:56], predict the reaction product. The product is: [OH:57][C:55]([CH3:58])([CH3:56])[CH2:54][NH:53][C:18]([C:14]1[S:13][C:12]([CH2:11][CH2:10][C:9]2[C:5]([CH2:1][CH2:2][CH2:3][CH3:4])=[N:6][O:7][C:8]=2[CH3:21])=[N:16][C:15]=1[CH3:17])=[O:20]. (3) Given the reactants F[C:2]1[CH:3]=[C:4]([CH:7]=[CH:8][C:9]=1[N+:10]([O-])=O)[C:5]#[N:6].[F:13][C:14]([F:19])([F:18])[CH:15]([OH:17])[CH3:16], predict the reaction product. The product is: [NH2:10][C:9]1[CH:8]=[CH:7][C:4]([C:5]#[N:6])=[CH:3][C:2]=1[O:17][CH:15]([CH3:16])[C:14]([F:19])([F:18])[F:13]. (4) Given the reactants Cl[CH2:2][C:3]1[C:4]([C:15]([NH:17][C:18]2[CH:23]=[CH:22][C:21]([OH:24])=[C:20]([O:25][CH3:26])[CH:19]=2)=[O:16])=[N:5][N:6]([C:8]2[CH:13]=[CH:12][C:11]([Cl:14])=[CH:10][CH:9]=2)[CH:7]=1.C(=O)([O-])[O-].[K+].[K+].Cl, predict the reaction product. The product is: [Cl:14][C:11]1[CH:12]=[CH:13][C:8]([N:6]2[CH:7]=[C:3]3[CH2:2][N:17]([C:18]4[CH:23]=[CH:22][C:21]([OH:24])=[C:20]([O:25][CH3:26])[CH:19]=4)[C:15](=[O:16])[C:4]3=[N:5]2)=[CH:9][CH:10]=1. (5) Given the reactants [CH2:1]([O:8][C:9]1[CH:10]=[C:11]([CH:30]=[CH:31][CH:32]=1)[O:12][C:13]1[CH:20]=[CH:19][C:16](C=O)=[C:15]([B:21]2[O:25][C:24](C)(C)C(C)(C)[O:22]2)[CH:14]=1)[C:2]1[CH:7]=[CH:6][CH:5]=[CH:4][CH:3]=1.[BH4-].[Na+], predict the reaction product. The product is: [CH2:1]([O:8][C:9]1[CH:10]=[C:11]([CH:30]=[CH:31][CH:32]=1)[O:12][C:13]1[CH:20]=[CH:19][C:16]2[CH2:24][O:25][B:21]([OH:22])[C:15]=2[CH:14]=1)[C:2]1[CH:3]=[CH:4][CH:5]=[CH:6][CH:7]=1.